This data is from Forward reaction prediction with 1.9M reactions from USPTO patents (1976-2016). The task is: Predict the product of the given reaction. (1) The product is: [CH2:21]([O:8][C:7]1[CH:6]=[CH:5][C:4]([CH2:9][C:10]([O:12][CH2:9][C:4]2[CH:5]=[CH:6][CH:7]=[CH:2][CH:3]=2)=[O:11])=[CH:3][C:2]=1[Br:1])[C:22]1[CH:27]=[CH:26][CH:25]=[CH:24][CH:23]=1. Given the reactants [Br:1][C:2]1[CH:3]=[C:4]([CH2:9][C:10]([OH:12])=[O:11])[CH:5]=[CH:6][C:7]=1[OH:8].C(=O)([O-])[O-].[K+].[K+].[I-].[K+].[CH2:21](Br)[C:22]1[CH:27]=[CH:26][CH:25]=[CH:24][CH:23]=1, predict the reaction product. (2) Given the reactants C([Sn](CCCC)(CCCC)[C:6]1[S:7][CH:8]=[CH:9][CH:10]=1)CCC.I[C:20]1[CH:25]=[CH:24][CH:23]=[CH:22][C:21]=1[N+:26]([O-:28])=[O:27], predict the reaction product. The product is: [N+:26]([C:21]1[CH:22]=[CH:23][CH:24]=[CH:25][C:20]=1[C:6]1[S:7][CH:8]=[CH:9][CH:10]=1)([O-:28])=[O:27]. (3) Given the reactants [Br:1][C:2]1[S:6][C:5]([CH:7]=[O:8])=[CH:4][CH:3]=1.[F:9][C:10]1[CH:15]=[CH:14][C:13]([Mg]Br)=[CH:12][CH:11]=1.[NH4+].[Cl-], predict the reaction product. The product is: [Br:1][C:2]1[S:6][C:5]([CH:7]([C:13]2[CH:14]=[CH:15][C:10]([F:9])=[CH:11][CH:12]=2)[OH:8])=[CH:4][CH:3]=1. (4) Given the reactants [Cl:1][C:2]1[CH:7]=[CH:6][C:5]([C:8]([CH3:19])([CH3:18])[CH2:9][C:10]([OH:17])([C:13]([F:16])([F:15])[F:14])[CH:11]=O)=[C:4]([O:20][CH3:21])[CH:3]=1.[NH2:22][C:23]1[CH:32]=[CH:31][C:30]([F:33])=[C:29]2[C:24]=1[CH:25]=[N:26][C:27]([CH3:34])=[N:28]2.O.C(OCC)(=O)C, predict the reaction product. The product is: [F:14][C:13]([F:15])([F:16])[C:10]([CH:11]=[N:22][C:23]1[CH:32]=[CH:31][C:30]([F:33])=[C:29]2[C:24]=1[CH:25]=[N:26][C:27]([CH3:34])=[N:28]2)([OH:17])[CH2:9][C:8]([C:5]1[CH:6]=[CH:7][C:2]([Cl:1])=[CH:3][C:4]=1[O:20][CH3:21])([CH3:19])[CH3:18].